From a dataset of Catalyst prediction with 721,799 reactions and 888 catalyst types from USPTO. Predict which catalyst facilitates the given reaction. (1) Reactant: O[C:2]1[CH:7]=[CH:6][CH:5]=[CH:4][C:3]=1[NH:8]C(=O)C.[H-].[Na+].[CH2:14]([CH:16]1[O:18][CH2:17]1)Cl.[OH2:19]. Product: [O:18]1[C:2]2[CH:7]=[CH:6][CH:5]=[CH:4][C:3]=2[NH:8][CH:16]([CH2:14][OH:19])[CH2:17]1. The catalyst class is: 3. (2) Reactant: F[C:2]1[CH:7]=[CH:6][C:5]([N+:8]([O-:10])=[O:9])=[CH:4][C:3]=1[C:11]1[C:19]2[C:14](=[C:15]([O:20][CH3:21])[N:16]=[CH:17][CH:18]=2)[N:13]([CH3:22])[CH:12]=1.[F:23][C:24]1[CH:29]=[C:28]([F:30])[CH:27]=[CH:26][C:25]=1[OH:31].C(=O)([O-])[O-].[Cs+].[Cs+]. Product: [F:23][C:24]1[CH:29]=[C:28]([F:30])[CH:27]=[CH:26][C:25]=1[O:31][C:2]1[CH:7]=[CH:6][C:5]([N+:8]([O-:10])=[O:9])=[CH:4][C:3]=1[C:11]1[C:19]2[C:14](=[C:15]([O:20][CH3:21])[N:16]=[CH:17][CH:18]=2)[N:13]([CH3:22])[CH:12]=1. The catalyst class is: 16. (3) Reactant: C(Cl)(=O)C(Cl)=O.[CH3:7][N:8](C)[CH:9]=[O:10].[F:12][C:13]1[CH:21]=[CH:20][C:16](C(O)=O)=[CH:15][C:14]=1[N+:22]([O-:24])=[O:23].CN. Product: [F:12][C:13]1[CH:21]=[CH:20][C:16]([C:9]([NH:8][CH3:7])=[O:10])=[CH:15][C:14]=1[N+:22]([O-:24])=[O:23]. The catalyst class is: 4. (4) Reactant: [CH3:1][C:2]1([CH3:14])[C:11]2[C:6](=[CH:7][CH:8]=[C:9]([CH3:12])[CH:10]=2)[C:5](=[O:13])[CH2:4][CH2:3]1.[Cl-].[Al+3].[Cl-].[Cl-].[Br:19]Br.Cl. Product: [Br:19][C:8]1[CH:7]=[C:6]2[C:11]([C:2]([CH3:14])([CH3:1])[CH2:3][CH2:4][C:5]2=[O:13])=[CH:10][C:9]=1[CH3:12]. The catalyst class is: 4. (5) Reactant: Cl.[NH2:2][CH2:3][CH2:4][S:5]([NH2:8])(=[O:7])=[O:6].[CH:9]1([C:15](Cl)=[O:16])[CH2:14][CH2:13][CH2:12][CH2:11][CH2:10]1.C(Cl)CCl.[Cl:22][C:23]1[C:44]([CH3:45])=[CH:43][C:26]([O:27][CH2:28][CH2:29][CH2:30][C:31]2[C:39]3[C:34](=[CH:35][CH:36]=[CH:37][CH:38]=3)[NH:33][C:32]=2[C:40](O)=[O:41])=[CH:25][C:24]=1[CH3:46]. Product: [Cl:22][C:23]1[C:24]([CH3:46])=[CH:25][C:26]([O:27][CH2:28][CH2:29][CH2:30][C:31]2[C:39]3[C:34](=[CH:35][CH:36]=[CH:37][CH:38]=3)[NH:33][C:32]=2[C:40]([NH:8][S:5]([CH2:4][CH2:3][NH:2][C:15]([CH:9]2[CH2:14][CH2:13][CH2:12][CH2:11][CH2:10]2)=[O:16])(=[O:7])=[O:6])=[O:41])=[CH:43][C:44]=1[CH3:45]. The catalyst class is: 79. (6) Reactant: [CH2:1]([P:9]([CH2:19][CH2:20][CH2:21][CH2:22][C:23]([OH:25])=[O:24])([CH2:11][CH2:12][CH2:13][CH2:14][CH2:15][CH2:16][CH2:17][CH3:18])=[O:10])[CH2:2][CH2:3][CH2:4][CH2:5][CH2:6][CH2:7][CH3:8].[CH:35]1(N=C=N[CH:35]2[CH2:40][CH2:39][CH2:38][CH2:37][CH2:36]2)[CH2:40][CH2:39][CH2:38][CH2:37][CH2:36]1. Product: [CH2:1]([P:9]([CH2:19][CH2:20][CH2:21][CH2:22][C:23]([O:25][C:23](=[O:24])[CH2:22][CH2:21][CH2:20][CH2:19][P:9]([CH2:11][CH2:12][CH2:36][CH2:37][CH2:38][CH2:39][CH2:40][CH3:35])([CH2:1][CH2:2][CH2:3][CH2:4][CH2:5][CH2:6][CH2:7][CH3:8])=[O:10])=[O:24])([CH2:11][CH2:12][CH2:13][CH2:14][CH2:15][CH2:16][CH2:17][CH3:18])=[O:10])[CH2:2][CH2:3][CH2:4][CH2:5][CH2:6][CH2:7][CH3:8]. The catalyst class is: 4. (7) Reactant: [Cl:1][C:2]1[C:3]([NH:15][C:16]([C:18]2[C:22]3[CH:23]=[CH:24][CH:25]=[CH:26][C:21]=3[S:20][N:19]=2)=[O:17])=[CH:4][C:5]([F:14])=[C:6]([CH2:8][C:9]([O:11]CC)=[O:10])[CH:7]=1.[OH-].[Na+]. Product: [Cl:1][C:2]1[C:3]([NH:15][C:16]([C:18]2[C:22]3[CH:23]=[CH:24][CH:25]=[CH:26][C:21]=3[S:20][N:19]=2)=[O:17])=[CH:4][C:5]([F:14])=[C:6]([CH2:8][C:9]([OH:11])=[O:10])[CH:7]=1. The catalyst class is: 36. (8) Reactant: [CH3:1][C:2]1([N:8]2[CH2:13][CH2:12][CH:11]([N:14]3[C@@H:23]4[C@H:18]([CH2:19][CH2:20][CH2:21][CH2:22]4)[CH2:17][NH:16][C:15]3=[O:24])[CH2:10][CH2:9]2)[CH2:7][CH2:6][NH:5][CH2:4][CH2:3]1.C(N(CC)CC)C.Cl[C:33]([O:35][CH:36]([CH3:38])[CH3:37])=[O:34]. Product: [O:24]=[C:15]1[NH:16][CH2:17][C@@H:18]2[C@H:23]([CH2:22][CH2:21][CH2:20][CH2:19]2)[N:14]1[CH:11]1[CH2:12][CH2:13][N:8]([C:2]2([CH3:1])[CH2:7][CH2:6][N:5]([C:33]([O:35][CH:36]([CH3:38])[CH3:37])=[O:34])[CH2:4][CH2:3]2)[CH2:9][CH2:10]1. The catalyst class is: 4.